Dataset: Forward reaction prediction with 1.9M reactions from USPTO patents (1976-2016). Task: Predict the product of the given reaction. (1) Given the reactants [C:1]1([C:7]([C:9]2[CH:14]=[CH:13][N:12]=[N:11][CH:10]=2)=O)[CH:6]=[CH:5][CH:4]=[CH:3][CH:2]=1.[CH3:15][N:16]1[CH2:21][CH2:20][N:19]([C:22]([NH:24][NH2:25])=[S:23])[CH2:18][CH2:17]1, predict the reaction product. The product is: [CH3:15][N:16]1[CH2:17][CH2:18][N:19]([C:22](=[S:23])[NH:24][N:25]=[C:7]([C:1]2[CH:6]=[CH:5][CH:4]=[CH:3][CH:2]=2)[C:9]2[CH:14]=[CH:13][N:12]=[N:11][CH:10]=2)[CH2:20][CH2:21]1. (2) Given the reactants I[C:2]1[C:3]([NH2:18])=[N:4][CH:5]=[CH:6][C:7]=1[O:8][C:9]1[CH:14]=[CH:13][C:12]([N+:15]([O-:17])=[O:16])=[CH:11][CH:10]=1.[C:19]([O:23][CH2:24][CH3:25])(=[O:22])[CH:20]=[CH2:21].C(N(CCCC)CCCC)CCC.CC(C)=O, predict the reaction product. The product is: [NH2:18][C:3]1[C:2](/[CH:21]=[CH:20]/[C:19]([O:23][CH2:24][CH3:25])=[O:22])=[C:7]([O:8][C:9]2[CH:14]=[CH:13][C:12]([N+:15]([O-:17])=[O:16])=[CH:11][CH:10]=2)[CH:6]=[CH:5][N:4]=1. (3) Given the reactants [OH:1][C:2]1[CH:11]=[C:10]2[C:5]([CH2:6][CH2:7][CH:8]([NH:12][C:13](=[O:19])[O:14][C:15]([CH3:18])([CH3:17])[CH3:16])[CH2:9]2)=[CH:4][CH:3]=1.C(N(CC)CC)C.[F:27][C:28]([F:41])([F:40])[S:29](O[S:29]([C:28]([F:41])([F:40])[F:27])(=[O:31])=[O:30])(=[O:31])=[O:30], predict the reaction product. The product is: [F:27][C:28]([F:41])([F:40])[S:29]([O:1][C:2]1[CH:3]=[CH:4][C:5]2[CH2:6][CH2:7][CH:8]([NH:12][C:13]([O:14][C:15]([CH3:16])([CH3:18])[CH3:17])=[O:19])[CH2:9][C:10]=2[CH:11]=1)(=[O:31])=[O:30].